Dataset: Forward reaction prediction with 1.9M reactions from USPTO patents (1976-2016). Task: Predict the product of the given reaction. (1) Given the reactants [NH2:1][C:2]1[CH:7]=[CH:6][C:5]([C:8]2[CH:9]=[N:10][C:11]3[N:12]([N:15]=[CH:16][C:17]=3[C:18]3[CH:23]=[CH:22][C:21]([N:24]4[CH2:29][CH2:28][N:27]([CH2:30][CH2:31][O:32][CH3:33])[CH2:26][CH2:25]4)=[CH:20][CH:19]=3)[C:13]=2[NH2:14])=[CH:4][CH:3]=1.Cl[C:35]([O:37][CH2:38][CH:39]([CH3:41])[CH3:40])=[O:36], predict the reaction product. The product is: [CH2:38]([O:37][C:35](=[O:36])[NH:1][C:2]1[CH:7]=[CH:6][C:5]([C:8]2[CH:9]=[N:10][C:11]3[N:12]([N:15]=[CH:16][C:17]=3[C:18]3[CH:19]=[CH:20][C:21]([N:24]4[CH2:25][CH2:26][N:27]([CH2:30][CH2:31][O:32][CH3:33])[CH2:28][CH2:29]4)=[CH:22][CH:23]=3)[C:13]=2[NH2:14])=[CH:4][CH:3]=1)[CH:39]([CH3:41])[CH3:40]. (2) Given the reactants [C:1]([C:3]1[CH:8]=[CH:7][C:6]([N:9]([CH2:15][C:16]([F:19])([F:18])[F:17])[CH2:10][C:11](=[NH:14])[NH:12][OH:13])=[CH:5][C:4]=1[C:20]([F:23])([F:22])[F:21])#[N:2].[C:24](C1NC=CN=1)(C1NC=CN=1)=[O:25].C1CCN2C(=NCCC2)CC1, predict the reaction product. The product is: [O:25]=[C:24]1[O:13][NH:12][C:11]([CH2:10][N:9]([CH2:15][C:16]([F:17])([F:18])[F:19])[C:6]2[CH:7]=[CH:8][C:3]([C:1]#[N:2])=[C:4]([C:20]([F:22])([F:21])[F:23])[CH:5]=2)=[N:14]1. (3) Given the reactants [N+:1]([C:4]1[CH:14]=[CH:13][C:7]([CH:8]=[CH:9][C:10](O)=[O:11])=[CH:6][CH:5]=1)([O-:3])=[O:2].C(OCC)(=O)C.S(Cl)([Cl:23])=O.Cl, predict the reaction product. The product is: [N+:1]([C:4]1[CH:14]=[CH:13][C:7]([CH:8]=[CH:9][C:10]([Cl:23])=[O:11])=[CH:6][CH:5]=1)([O-:3])=[O:2]. (4) Given the reactants [C:1]([O:5][C:6]([N:8]1[CH:17]([C:18]([OH:20])=O)[CH2:16][C:15]2[CH:14]=[C:13]3[O:21][CH2:22][C@H:23]([C:25]4[CH:30]=[CH:29][C:28]([O:31][CH2:32][C:33]5[CH:38]=[CH:37][C:36]([Cl:39])=[C:35]([Cl:40])[CH:34]=5)=[CH:27][CH:26]=4)[O:24][C:12]3=[CH:11][C:10]=2[CH2:9]1)=[O:7])([CH3:4])([CH3:3])[CH3:2].CN(C(ON1N=NC2C=CC=CC1=2)=[N+](C)C)C.F[P-](F)(F)(F)(F)F.CCN(C(C)C)C(C)C.[CH3:74][O:75][C:76](=[O:94])[C@@H:77]([NH2:93])[CH2:78][C:79]1[CH:84]=[CH:83][C:82]([C:85]2[CH:90]=[CH:89][C:88]([C:91]#[N:92])=[CH:87][CH:86]=2)=[CH:81][CH:80]=1.Cl, predict the reaction product. The product is: [C:1]([O:5][C:6]([N:8]1[CH:17]([C:18](=[O:20])[NH:93][C@H:77]([C:76]([O:75][CH3:74])=[O:94])[CH2:78][C:79]2[CH:80]=[CH:81][C:82]([C:85]3[CH:90]=[CH:89][C:88]([C:91]#[N:92])=[CH:87][CH:86]=3)=[CH:83][CH:84]=2)[CH2:16][C:15]2[CH:14]=[C:13]3[O:21][CH2:22][C@H:23]([C:25]4[CH:30]=[CH:29][C:28]([O:31][CH2:32][C:33]5[CH:38]=[CH:37][C:36]([Cl:39])=[C:35]([Cl:40])[CH:34]=5)=[CH:27][CH:26]=4)[O:24][C:12]3=[CH:11][C:10]=2[CH2:9]1)=[O:7])([CH3:2])([CH3:3])[CH3:4].